Dataset: Peptide-MHC class II binding affinity with 134,281 pairs from IEDB. Task: Regression. Given a peptide amino acid sequence and an MHC pseudo amino acid sequence, predict their binding affinity value. This is MHC class II binding data. (1) The peptide sequence is FHKRDMRLLSLAVSS. The MHC is HLA-DQA10103-DQB10603 with pseudo-sequence HLA-DQA10103-DQB10603. The binding affinity (normalized) is 0.423. (2) The binding affinity (normalized) is 0.644. The peptide sequence is NRWLFRHLAREKNPR. The MHC is DRB3_0202 with pseudo-sequence DRB3_0202. (3) The peptide sequence is WDKFLANVSTVLTGK. The MHC is DRB1_0401 with pseudo-sequence DRB1_0401. The binding affinity (normalized) is 0.598. (4) The peptide sequence is LQGPFNFRFLTEKGM. The MHC is HLA-DQA10501-DQB10301 with pseudo-sequence HLA-DQA10501-DQB10301. The binding affinity (normalized) is 0.237.